This data is from Catalyst prediction with 721,799 reactions and 888 catalyst types from USPTO. The task is: Predict which catalyst facilitates the given reaction. (1) Reactant: [NH2:1][CH2:2][C:3]1[CH:28]=[C:27]([F:29])[CH:26]=[CH:25][C:4]=1[CH2:5][O:6][C:7]1[CH2:12][CH:11]([CH3:13])[N:10]([CH2:14][C:15]2[CH:20]=[CH:19][C:18]([O:21][CH3:22])=[CH:17][CH:16]=2)[C:9](=[O:23])[C:8]=1[Cl:24].C(N(CC)CC)C.[C:37]([C:41]1[CH:45]=[C:44]([NH:46][C:47](=O)[O:48]C2C=CC=CC=2)[N:43]([C:56]2[CH:61]=[CH:60][C:59]([OH:62])=[C:58]([Cl:63])[CH:57]=2)[N:42]=1)([CH3:40])([CH3:39])[CH3:38].[F-].C([N+](CCCC)(CCCC)CCCC)CCC. Product: [C:37]([C:41]1[CH:45]=[C:44]([NH:46][C:47]([NH:1][CH2:2][C:3]2[CH:28]=[C:27]([F:29])[CH:26]=[CH:25][C:4]=2[CH2:5][O:6][C:7]2[CH:12]=[C:11]([CH3:13])[N:10]([CH2:14][C:15]3[CH:20]=[CH:19][C:18]([O:21][CH3:22])=[CH:17][CH:16]=3)[C:9](=[O:23])[C:8]=2[Cl:24])=[O:48])[N:43]([C:56]2[CH:61]=[CH:60][C:59]([OH:62])=[C:58]([Cl:63])[CH:57]=2)[N:42]=1)([CH3:40])([CH3:38])[CH3:39]. The catalyst class is: 1. (2) Product: [C:5]([OH:8])(=[O:4])[CH:6]=[CH2:7].[NH2:76][C:77]([O:19][CH2:17][CH3:18])=[O:78]. The catalyst class is: 11. Reactant: OCC[O:4][C:5](=[O:8])[CH:6]=[CH2:7].CC(C1[CH:18]=[C:17]([OH:19])C=CC=1O)(C)C.CN(C)CCCCCCN(C)C.CCCCCCCCCCCC(O[Sn](OC(CCCCCCCCCCC)=O)(CCCC)CCCC)=O.C(N=C=O)CCCCC[N:76]=[C:77]=[O:78]. (3) Reactant: [NH:1]1[CH2:6][CH2:5][CH:4]([NH:7][C:8](=[O:14])[O:9][C:10]([CH3:13])([CH3:12])[CH3:11])[CH2:3][CH2:2]1.C(=O)([O-])[O-].[K+].[K+].Cl[CH2:22]/[CH:23]=[CH:24]/[C:25]1[CH:30]=[C:29]([F:31])[CH:28]=[CH:27][C:26]=1[F:32]. Product: [F:32][C:26]1[CH:27]=[CH:28][C:29]([F:31])=[CH:30][C:25]=1/[CH:24]=[CH:23]/[CH2:22][N:1]1[CH2:2][CH2:3][CH:4]([NH:7][C:8](=[O:14])[O:9][C:10]([CH3:11])([CH3:13])[CH3:12])[CH2:5][CH2:6]1. The catalyst class is: 8. (4) Reactant: C(OC(=O)[NH:7][C@H:8]1[CH2:13][CH2:12][C@@H:11]([CH2:14][NH:15][C:16](=[O:31])[C:17]2[CH:22]=[C:21]([C:23]([F:26])([F:25])[F:24])[CH:20]=[C:19]([C:27]([F:30])([F:29])[F:28])[CH:18]=2)[CH2:10][CH2:9]1)(C)(C)C.[C:33]([OH:39])([C:35]([F:38])([F:37])[F:36])=[O:34].O. Product: [F:36][C:35]([F:38])([F:37])[C:33]([OH:39])=[O:34].[NH2:7][C@@H:8]1[CH2:9][CH2:10][C@H:11]([CH2:14][NH:15][C:16](=[O:31])[C:17]2[CH:22]=[C:21]([C:23]([F:25])([F:26])[F:24])[CH:20]=[C:19]([C:27]([F:28])([F:29])[F:30])[CH:18]=2)[CH2:12][CH2:13]1. The catalyst class is: 2. (5) Reactant: [C:1]([O:5][C:6](=[O:35])[NH:7][C:8]1([C:12]2[CH:17]=[CH:16][C:15]([C:18]3[C:19]([C:29]4[CH:34]=[CH:33][CH:32]=[CH:31][CH:30]=4)=[CH:20][C:21]4[NH:26][C:25](=[O:27])[CH2:24][O:23][C:22]=4[N:28]=3)=[CH:14][CH:13]=2)[CH2:11][CH2:10][CH2:9]1)([CH3:4])([CH3:3])[CH3:2].[H-].[Na+].Br[CH2:39][CH2:40][O:41][CH3:42].C([O-])(O)=O.[Na+]. Product: [C:1]([O:5][C:6](=[O:35])[NH:7][C:8]1([C:12]2[CH:13]=[CH:14][C:15]([C:18]3[C:19]([C:29]4[CH:30]=[CH:31][CH:32]=[CH:33][CH:34]=4)=[CH:20][C:21]4[N:26]([CH2:39][CH2:40][O:41][CH3:42])[C:25](=[O:27])[CH2:24][O:23][C:22]=4[N:28]=3)=[CH:16][CH:17]=2)[CH2:11][CH2:10][CH2:9]1)([CH3:4])([CH3:2])[CH3:3]. The catalyst class is: 3. (6) Reactant: Cl.O1CCOCC1.[C:8]1([CH:14]([C:16]2[N:17]=[CH:18][C:19]3[CH2:25][CH2:24][N:23](C(OC(C)(C)C)=O)[CH2:22][CH2:21][C:20]=3[N:33]=2)[CH3:15])[CH:13]=[CH:12][CH:11]=[CH:10][CH:9]=1. Product: [C:8]1([CH:14]([C:16]2[N:17]=[CH:18][C:19]3[CH2:25][CH2:24][NH:23][CH2:22][CH2:21][C:20]=3[N:33]=2)[CH3:15])[CH:13]=[CH:12][CH:11]=[CH:10][CH:9]=1. The catalyst class is: 2. (7) Reactant: C([O-])([O-])=O.[K+].[K+].Cl[CH2:8][C:9]1[CH:14]=[CH:13][C:12]([CH2:15][Cl:16])=[CH:11][CH:10]=1.[CH3:17][N:18]([CH3:37])[C:19]1[CH:24]=[CH:23][C:22]([C:25]2[O:26][C:27]3[C:32]([C:33](=[O:36])[C:34]=2[OH:35])=[CH:31][CH:30]=[CH:29][CH:28]=3)=[CH:21][CH:20]=1. Product: [Cl:16][CH2:15][C:12]1[CH:13]=[CH:14][C:9]([CH2:8][O:35][C:34]2[C:33](=[O:36])[C:32]3[C:27](=[CH:28][CH:29]=[CH:30][CH:31]=3)[O:26][C:25]=2[C:22]2[CH:21]=[CH:20][C:19]([N:18]([CH3:37])[CH3:17])=[CH:24][CH:23]=2)=[CH:10][CH:11]=1. The catalyst class is: 10.